Dataset: Drug-target binding data from BindingDB using IC50 measurements. Task: Regression. Given a target protein amino acid sequence and a drug SMILES string, predict the binding affinity score between them. We predict pIC50 (pIC50 = -log10(IC50 in M); higher means more potent). Dataset: bindingdb_ic50. The small molecule is COC(=O)c1cccc(NC(=O)C2(CN(C)C)CCN(c3ncnc4[nH]cc(F)c34)CC2)c1. The target protein (P53667) has sequence MRLTLLCCTWREERMGEEGSELPVCASCGQRIYDGQYLQALNADWHADCFRCCDCSASLSHQYYEKDGQLFCKKDYWARYGESCHGCSEQITKGLVMVAGELKYHPECFICLTCGTFIGDGDTYTLVEHSKLYCGHCYYQTVVTPVIEQILPDSPGSHLPHTVTLVSIPASSHGKRGLSVSIDPPHGPPGCGTEHSHTVRVQGVDPGCMSPDVKNSIHVGDRILEINGTPIRNVPLDEIDLLIQETSRLLQLTLEHDPHDTLGHGLGPETSPLSSPAYTPSGEAGSSARQKPVLRSCSIDRSPGAGSLGSPASQRKDLGRSESLRVVCRPHRIFRPSDLIHGEVLGKGCFGQAIKVTHRETGEVMVMKELIRFDEETQRTFLKEVKVMRCLEHPNVLKFIGVLYKDKRLNFITEYIKGGTLRGIIKSMDSQYPWSQRVSFAKDIASGMAYLHSMNIIHRDLNSHNCLVRENKNVVVADFGLARLMVDEKTQPEGLRSLKK.... The pIC50 is 7.7.